This data is from Forward reaction prediction with 1.9M reactions from USPTO patents (1976-2016). The task is: Predict the product of the given reaction. (1) Given the reactants [N+:1]([C:4]1[CH:9]=[CH:8][C:7]([SH:10])=[CH:6][CH:5]=1)([O-:3])=[O:2].Cl[C:12]1[N:17]=[N:16][C:15]([N:18]2[CH:22]([C:23]3[CH:28]=[CH:27][C:26]([O:29][C:30]([F:33])([F:32])[F:31])=[CH:25][CH:24]=3)[C:21]([C:34](=[O:44])[C:35]3[CH:40]=[CH:39][C:38]([CH:41]([CH3:43])[CH3:42])=[CH:37][CH:36]=3)=[C:20]([OH:45])[C:19]2=[O:46])=[CH:14][CH:13]=1, predict the reaction product. The product is: [OH:45][C:20]1[C:19](=[O:46])[N:18]([C:15]2[N:16]=[N:17][C:12]([S:10][C:7]3[CH:8]=[CH:9][C:4]([N+:1]([O-:3])=[O:2])=[CH:5][CH:6]=3)=[CH:13][CH:14]=2)[CH:22]([C:23]2[CH:28]=[CH:27][C:26]([O:29][C:30]([F:32])([F:33])[F:31])=[CH:25][CH:24]=2)[C:21]=1[C:34](=[O:44])[C:35]1[CH:40]=[CH:39][C:38]([CH:41]([CH3:43])[CH3:42])=[CH:37][CH:36]=1. (2) Given the reactants CCN(C(C)C)C(C)C.[NH2:10][CH2:11][C@H:12]1[CH2:17][CH2:16][C@H:15]([CH2:18][NH:19][C:20](=[O:26])[O:21][C:22]([CH3:25])([CH3:24])[CH3:23])[CH2:14][CH2:13]1.[Cl:27][C:28]1[CH:29]=[C:30]([CH:34]=[C:35]([CH3:37])[N:36]=1)[C:31](O)=[O:32].CN(C(ON1N=NC2C=CC=CC1=2)=[N+](C)C)C.[B-](F)(F)(F)F, predict the reaction product. The product is: [Cl:27][C:28]1[CH:29]=[C:30]([CH:34]=[C:35]([CH3:37])[N:36]=1)[C:31]([NH:10][CH2:11][C@H:12]1[CH2:13][CH2:14][C@H:15]([CH2:18][NH:19][C:20](=[O:26])[O:21][C:22]([CH3:23])([CH3:25])[CH3:24])[CH2:16][CH2:17]1)=[O:32]. (3) Given the reactants [I:1][C:2]1[CH:8]=[CH:7][C:5]([NH2:6])=[C:4]([F:9])[CH:3]=1.[F:10][C:11]1[CH:16]=[C:15]([F:17])[C:14]([N+:18]([O-:20])=[O:19])=[C:13](F)[C:12]=1[F:22], predict the reaction product. The product is: [F:9][C:4]1[CH:3]=[C:2]([I:1])[CH:8]=[CH:7][C:5]=1[NH:6][C:13]1[C:14]([N+:18]([O-:20])=[O:19])=[C:15]([F:17])[CH:16]=[C:11]([F:10])[C:12]=1[F:22]. (4) Given the reactants [Cl:1][C:2]1[N:11]=[C:10](Cl)[C:9]2[C:4](=[CH:5][C:6]([O:13][CH3:14])=[CH:7][CH:8]=2)[N:3]=1.C1C[O:18]CC1, predict the reaction product. The product is: [Cl:1][C:2]1[N:11]=[C:10]([OH:18])[C:9]2[C:4](=[CH:5][C:6]([O:13][CH3:14])=[CH:7][CH:8]=2)[N:3]=1. (5) Given the reactants C([O:5][C:6](=[O:40])[CH2:7][C@H:8]([NH:20][C:21](=[O:39])[C@@H:22]([NH:28][C:29](=[O:38])[C:30]1[CH:35]=[CH:34][CH:33]=[C:32]([O:36][CH3:37])[CH:31]=1)[CH2:23][C:24]([CH3:27])([CH3:26])[CH3:25])[CH2:9][N:10]1[C:18]2[C:13](=[CH:14][C:15]([F:19])=[CH:16][CH:17]=2)[CH2:12][CH2:11]1)(C)(C)C, predict the reaction product. The product is: [F:19][C:15]1[CH:14]=[C:13]2[C:18](=[CH:17][CH:16]=1)[N:10]([CH2:9][C@@H:8]([NH:20][C:21](=[O:39])[C@@H:22]([NH:28][C:29](=[O:38])[C:30]1[CH:35]=[CH:34][CH:33]=[C:32]([O:36][CH3:37])[CH:31]=1)[CH2:23][C:24]([CH3:27])([CH3:26])[CH3:25])[CH2:7][C:6]([OH:40])=[O:5])[CH2:11][CH2:12]2. (6) Given the reactants C(OC(=O)[NH:10][CH2:11][CH:12]1[CH2:16][C:15]2[CH:17]=[CH:18][CH:19]=[C:20]([C:21]3[CH:26]=[CH:25][C:24]([Cl:27])=[CH:23][C:22]=3[CH3:28])[C:14]=2[O:13]1)C1C=CC=CC=1.I[Si](C)(C)C, predict the reaction product. The product is: [Cl:27][C:24]1[CH:25]=[CH:26][C:21]([C:20]2[C:14]3[O:13][CH:12]([CH2:11][NH2:10])[CH2:16][C:15]=3[CH:17]=[CH:18][CH:19]=2)=[C:22]([CH3:28])[CH:23]=1. (7) Given the reactants [BH4-].[Li+].Cl[Si](C)(C)C.[CH3:8][O:9][C:10]1[C:15]([CH:16]=[CH:17][N+:18]([O-])=O)=[CH:14][CH:13]=[C:12]([C:21]([F:24])([F:23])[F:22])[N:11]=1, predict the reaction product. The product is: [CH3:8][O:9][C:10]1[C:15]([CH2:16][CH2:17][NH2:18])=[CH:14][CH:13]=[C:12]([C:21]([F:24])([F:23])[F:22])[N:11]=1. (8) Given the reactants [CH3:1][O:2][C:3]1[CH:4]=[C:5]([CH:8]=[CH:9][C:10]=1[O:11][CH2:12][CH2:13][O:14][CH3:15])[CH:6]=O.CC([O-])=O.[K+].[NH2:21]O.Cl.O, predict the reaction product. The product is: [CH3:1][O:2][C:3]1[CH:4]=[C:5]([CH:8]=[CH:9][C:10]=1[O:11][CH2:12][CH2:13][O:14][CH3:15])[C:6]#[N:21]. (9) Given the reactants F[C:2]1[CH:7]=[CH:6][CH:5]=[C:4]([S:8]([CH3:11])(=[O:10])=[O:9])[CH:3]=1.[Cl:12][C:13]1[C:21]2[N:20]=[C:19]([CH3:22])[N:18]([C:23]3[CH:24]=[C:25]([OH:29])[CH:26]=[CH:27][CH:28]=3)[C:17]=2[CH:16]=[CH:15][CH:14]=1, predict the reaction product. The product is: [Cl:12][C:13]1[C:21]2[N:20]=[C:19]([CH3:22])[N:18]([C:23]3[CH:28]=[CH:27][CH:26]=[C:25]([O:29][C:2]4[CH:7]=[CH:6][CH:5]=[C:4]([S:8]([CH3:11])(=[O:10])=[O:9])[CH:3]=4)[CH:24]=3)[C:17]=2[CH:16]=[CH:15][CH:14]=1.